Regression. Given two drug SMILES strings and cell line genomic features, predict the synergy score measuring deviation from expected non-interaction effect. From a dataset of NCI-60 drug combinations with 297,098 pairs across 59 cell lines. (1) Synergy scores: CSS=11.5, Synergy_ZIP=-5.43, Synergy_Bliss=-2.91, Synergy_Loewe=-2.63, Synergy_HSA=-2.63. Drug 1: CCN(CC)CCNC(=O)C1=C(NC(=C1C)C=C2C3=C(C=CC(=C3)F)NC2=O)C. Drug 2: C(CC(=O)O)C(=O)CN.Cl. Cell line: SK-MEL-5. (2) Drug 1: CC1C(C(=O)NC(C(=O)N2CCCC2C(=O)N(CC(=O)N(C(C(=O)O1)C(C)C)C)C)C(C)C)NC(=O)C3=C4C(=C(C=C3)C)OC5=C(C(=O)C(=C(C5=N4)C(=O)NC6C(OC(=O)C(N(C(=O)CN(C(=O)C7CCCN7C(=O)C(NC6=O)C(C)C)C)C)C(C)C)C)N)C. Drug 2: CC1=C2C(C(=O)C3(C(CC4C(C3C(C(C2(C)C)(CC1OC(=O)C(C(C5=CC=CC=C5)NC(=O)C6=CC=CC=C6)O)O)OC(=O)C7=CC=CC=C7)(CO4)OC(=O)C)O)C)OC(=O)C. Cell line: BT-549. Synergy scores: CSS=11.3, Synergy_ZIP=4.86, Synergy_Bliss=10.1, Synergy_Loewe=2.19, Synergy_HSA=7.93. (3) Drug 1: C1=NC2=C(N=C(N=C2N1C3C(C(C(O3)CO)O)F)Cl)N. Drug 2: CCC1=C2CN3C(=CC4=C(C3=O)COC(=O)C4(CC)O)C2=NC5=C1C=C(C=C5)O. Cell line: SNB-75. Synergy scores: CSS=20.4, Synergy_ZIP=-2.30, Synergy_Bliss=0.241, Synergy_Loewe=-3.24, Synergy_HSA=2.95. (4) Drug 1: C1=CC(=CC=C1CC(C(=O)O)N)N(CCCl)CCCl.Cl. Drug 2: C(CN)CNCCSP(=O)(O)O. Cell line: DU-145. Synergy scores: CSS=-0.537, Synergy_ZIP=-0.660, Synergy_Bliss=-2.04, Synergy_Loewe=-3.62, Synergy_HSA=-2.16. (5) Drug 1: CC(C1=C(C=CC(=C1Cl)F)Cl)OC2=C(N=CC(=C2)C3=CN(N=C3)C4CCNCC4)N. Drug 2: CN(C)N=NC1=C(NC=N1)C(=O)N. Cell line: SR. Synergy scores: CSS=59.2, Synergy_ZIP=5.85, Synergy_Bliss=1.92, Synergy_Loewe=-33.1, Synergy_HSA=0.379. (6) Drug 1: COC1=NC(=NC2=C1N=CN2C3C(C(C(O3)CO)O)O)N. Drug 2: CC1=C(C(=CC=C1)Cl)NC(=O)C2=CN=C(S2)NC3=CC(=NC(=N3)C)N4CCN(CC4)CCO. Cell line: RXF 393. Synergy scores: CSS=-0.299, Synergy_ZIP=-2.18, Synergy_Bliss=0.0609, Synergy_Loewe=-2.75, Synergy_HSA=-1.19.